This data is from Full USPTO retrosynthesis dataset with 1.9M reactions from patents (1976-2016). The task is: Predict the reactants needed to synthesize the given product. (1) The reactants are: [OH:1][C:2]([C:4]([F:7])([F:6])[F:5])=[O:3].[Br:8][C:9]1[C:22]2[C@:21]34[CH2:23][CH2:24][NH:25][C@@H:15]([C@@H:16]3[CH2:17][CH2:18][CH2:19][CH2:20]4)[CH2:14][C:13]=2[CH:12]=[CH:11][C:10]=1[OH:26].S(Cl)([Cl:30])(=O)=O. Given the product [OH:3][C:2]([C:4]([F:7])([F:6])[F:5])=[O:1].[Br:8][C:9]1[C:22]2[C@:21]34[CH2:23][CH2:24][NH:25][C@@H:15]([C@@H:16]3[CH2:17][CH2:18][CH2:19][CH2:20]4)[CH2:14][C:13]=2[CH:12]=[C:11]([Cl:30])[C:10]=1[OH:26], predict the reactants needed to synthesize it. (2) Given the product [Cl:16][C:17]1[CH:18]=[C:19]2[C:23](=[CH:24][CH:25]=1)[NH:22][CH:21]=[C:20]2[CH2:26][N:2]1[C:37]([C:33]2[N:34]([CH3:36])[CH:35]=[C:31]([C:28](=[O:30])[CH2:29][N:45]([CH3:46])[CH3:44])[CH:32]=2)=[C:4]2[C:3]([N:8]([CH2:9][CH:10]([CH3:11])[CH3:12])[C:7](=[O:13])[N:6]([CH3:14])[C:5]2=[O:15])=[N:1]1, predict the reactants needed to synthesize it. The reactants are: [NH:1]([C:3]1[N:8]([CH2:9][CH:10]([CH3:12])[CH3:11])[C:7](=[O:13])[N:6]([CH3:14])[C:5](=[O:15])[CH:4]=1)[NH2:2].[Cl:16][C:17]1[CH:18]=[C:19]2[C:23](=[CH:24][CH:25]=1)[NH:22][CH:21]=[C:20]2[CH:26]=O.[C:28]([C:31]1[CH:32]=[C:33]([CH:37]=O)[N:34]([CH3:36])[CH:35]=1)(=[O:30])[CH3:29].C(C1C=[C:44](C2N(CC3C4C(=CC=C(Cl)C=4)NC=3)N=C3C=2C(=O)N(C)C(=O)N3CC(C)C)[N:45](C)[CH:46]=1)(=O)C.I(Cl)(=O)=O.I(Cl)(=O)=O.C([N+](C)(C)C)C1C=CC=CC=1.CNC. (3) Given the product [I:1][C:2]1[CH:7]=[C:6]([O:8][CH3:9])[N:5]=[CH:4][C:3]=1[NH:10][C:18](=[O:20])[CH3:19], predict the reactants needed to synthesize it. The reactants are: [I:1][C:2]1[CH:7]=[C:6]([O:8][CH3:9])[N:5]=[CH:4][C:3]=1[NH2:10].C(N(CC)CC)C.[C:18](Cl)(=[O:20])[CH3:19].